Binary Classification. Given a miRNA mature sequence and a target amino acid sequence, predict their likelihood of interaction. From a dataset of Experimentally validated miRNA-target interactions with 360,000+ pairs, plus equal number of negative samples. (1) The miRNA is hsa-miR-335-3p with sequence UUUUUCAUUAUUGCUCCUGACC. The protein sequence of the target gene is MSRSSPSGKGHSRMAEPRFNNPYFWPPPPTMPSQLDNLVLINKIKEQLMAEKIRPPHLPPTSASSQQPLLVPPAPAESSQAVMSLPKLQQVPGLHPQAVPQPDVALHARPATSTVTGLGLSTRTPSVSTSESSAGAGTGTGTSTPSTPTTTSQSRLIASSPTLISGITSPPLLDSIKTIQGHGLLGPPKSERGRKKIKAENPGGPPVLVVPYPILASGETAKEGKTYRCKVCPLTFFTKSEMQIHSKSHTEAKPHKCPHCSKSFANASYLAQHLRIHLGVKPYHCSYCDKSFRQLSHLQQ.... Result: 1 (interaction). (2) The miRNA is cel-miR-62 with sequence UGAUAUGUAAUCUAGCUUACAG. The protein sequence of the target gene is MERVGCTLTTTYAHPRPTPTNFLPAISTMASSYRDRFPHSNLTHSLSLPWRPSTYYKVASNSPSVAPYCTRSQRVSENTMLPFVSNRTTFFTRYTPDDWYRSNLTNYQESNTSRHNSEKLRVDTSRLIQDKYQQTRKTQADTTQNLGERVNDIGFWKSEIIHELDEMIGETNALTDVKKRLERALMETEAPLQVARECLFHREKRMGIDLVHDEVEAQLLTEVDTILCCQERMKLHLDKAIAQLAANRASQHELEKDLSDKQTAYRIDDKCHHLRNTSDGVGYFRGVERVDATVSVPESW.... Result: 0 (no interaction). (3) The miRNA is mmu-miR-5132-5p with sequence GCGUGGGGUGGUGGACUCAGG. The protein sequence of the target gene is MSLILNILREMLEYFGVPVEQVLLIWENKDYGSTRSIVRIIGKMLPLEPCRRPNFELIPLLNSVDSDNCGSMVPSFADILYVANDEEASYLRFRNSIWKNEEEKVEIFHPLRLVRDPLSPAVRQKETVKNDLPVNEAAIRKIAALENELTFLRSQIAAIVEMQELKNSTNSSSFGLSDERISLGQLSSSRAAHLSVDPDQLPGSVLSPPPPPPLPPQFSSLQPPCFPPVQPGSNNICDSDNPATEMSKQNPAANKTNYSHHSKSQRNKDIPNMLDVLKDMNKVKLRAIERSPGGRPIHKR.... Result: 0 (no interaction). (4) The miRNA is hsa-miR-122-5p with sequence UGGAGUGUGACAAUGGUGUUUG. The protein sequence of the target gene is MDPRECVCMSGGICMCGDNCKCTTCNCKTYWKSCCPCCPPGCAKCARGCICKGGSDKCSCCP. Result: 1 (interaction). (5) The miRNA is dre-miR-200b-3p with sequence UAAUACUGCCUGGUAAUGAUGA. The protein sequence of the target gene is MNGYGSPYLYMGGPVSQPPRAPLQRTPKCARCRNHGVLSWLKGHKRYCRFKDCTCEKCILIIERQRVMAAQVALRRQQANESLESLIPDSLRALPGPPPPGDAVAAPQPPPASQPSQPQPPRPAAELAAAAALRWTAEPQPGALQAQLAKPDLTEERLGDGKSADNTEVFSDKDTDQRSSPDVAKSKGCFTPESPEIVSVEEGGYAVQKNGGNPESRPDSPKCHAEQNHLLIEGPSGTVSLPFSLKANRPPLEVLKKIFPNQKPTVLELILKGCGGDLVSAVEVLLSSRSSVTGAERTSA.... Result: 0 (no interaction).